This data is from Reaction yield outcomes from USPTO patents with 853,638 reactions. The task is: Predict the reaction yield, written as a fraction of the theoretical maximum amount of product (1.0 means a 100% yield; for example, 0.34 means a 34% yield). (1) The reactants are C([O:5][C:6]([C:8]1[C:17]2[C:12](=[C:13]([F:20])[CH:14]=[C:15]([O:18][CH3:19])[CH:16]=2)[N:11]=[CH:10][CH:9]=1)=[CH2:7])CCC.[Br:21]N1C(=O)CCC1=O. The catalyst is C1COCC1.O. The product is [Br:21][CH2:5][C:6]([C:8]1[C:17]2[C:12](=[C:13]([F:20])[CH:14]=[C:15]([O:18][CH3:19])[CH:16]=2)[N:11]=[CH:10][CH:9]=1)=[O:7]. The yield is 0.880. (2) The reactants are [N+:1]([C:4]1[CH:13]=[CH:12][CH:11]=[C:10]2[C:5]=1[CH:6]=[CH:7]O[C:9]2=[O:14])([O-:3])=[O:2].[NH2:15][C@H:16]([CH3:19])[CH2:17][OH:18].C(N(CC)CC)C.CO. No catalyst specified. The product is [OH:18][CH2:17][C@H:16]([N:15]1[CH:7]=[CH:6][C:5]2[C:10](=[CH:11][CH:12]=[CH:13][C:4]=2[N+:1]([O-:3])=[O:2])[C:9]1=[O:14])[CH3:19]. The yield is 0.400. (3) The reactants are [Cl:1][C:2]1[C:10]2[N:9]=[C:8]([NH:11][C:12]3[C:13]([O:18][CH3:19])=[N:14][CH:15]=[CH:16][CH:17]=3)[N:7]([CH2:20][CH2:21][CH2:22][CH2:23]O)[C:6]=2[C:5]([CH:25]([CH2:28][CH3:29])[CH2:26][CH3:27])=[CH:4][CH:3]=1.CS(Cl)(=O)=O.C(=O)([O-])[O-].[K+].[K+]. The catalyst is N1C=CC=CC=1.CN(C)C=O.O. The product is [Cl:1][C:2]1[C:10]2[N:9]=[C:8]3[N:11]([C:12]4[C:13]([O:18][CH3:19])=[N:14][CH:15]=[CH:16][CH:17]=4)[CH2:23][CH2:22][CH2:21][CH2:20][N:7]3[C:6]=2[C:5]([CH:25]([CH2:28][CH3:29])[CH2:26][CH3:27])=[CH:4][CH:3]=1. The yield is 0.716. (4) The reactants are [CH:1]1[CH:6]=[C:5]([CH2:7][C@H:8]([NH2:12])[C:9](O)=[O:10])[C:4]([N+:13]([O-:15])=O)=[CH:3][CH:2]=1. The catalyst is CO.O.Cl.[Pt]. The product is [NH2:12][C@H:8]1[CH2:7][C:5]2[C:4](=[CH:3][CH:2]=[CH:1][CH:6]=2)[N:13]([OH:15])[C:9]1=[O:10]. The yield is 0.580.